Dataset: NCI-60 drug combinations with 297,098 pairs across 59 cell lines. Task: Regression. Given two drug SMILES strings and cell line genomic features, predict the synergy score measuring deviation from expected non-interaction effect. (1) Drug 1: CC(CN1CC(=O)NC(=O)C1)N2CC(=O)NC(=O)C2. Drug 2: CC1OCC2C(O1)C(C(C(O2)OC3C4COC(=O)C4C(C5=CC6=C(C=C35)OCO6)C7=CC(=C(C(=C7)OC)O)OC)O)O. Cell line: SK-MEL-5. Synergy scores: CSS=41.7, Synergy_ZIP=10.5, Synergy_Bliss=12.2, Synergy_Loewe=4.76, Synergy_HSA=13.5. (2) Drug 1: C1CC(C1)(C(=O)O)C(=O)O.[NH2-].[NH2-].[Pt+2]. Drug 2: CC(C)CN1C=NC2=C1C3=CC=CC=C3N=C2N. Cell line: OVCAR-5. Synergy scores: CSS=5.75, Synergy_ZIP=-2.31, Synergy_Bliss=-1.29, Synergy_Loewe=-0.463, Synergy_HSA=-0.388. (3) Drug 1: C(=O)(N)NO. Drug 2: CC1=C(C(=O)C2=C(C1=O)N3CC4C(C3(C2COC(=O)N)OC)N4)N. Cell line: IGROV1. Synergy scores: CSS=10.8, Synergy_ZIP=-5.07, Synergy_Bliss=-1.65, Synergy_Loewe=-16.7, Synergy_HSA=-1.19. (4) Drug 1: CC1=C(C=C(C=C1)NC2=NC=CC(=N2)N(C)C3=CC4=NN(C(=C4C=C3)C)C)S(=O)(=O)N.Cl. Drug 2: C1CN1P(=S)(N2CC2)N3CC3. Cell line: MDA-MB-435. Synergy scores: CSS=-12.0, Synergy_ZIP=1.68, Synergy_Bliss=-8.62, Synergy_Loewe=-13.2, Synergy_HSA=-12.6.